This data is from Reaction yield outcomes from USPTO patents with 853,638 reactions. The task is: Predict the reaction yield, written as a fraction of the theoretical maximum amount of product (1.0 means a 100% yield; for example, 0.34 means a 34% yield). (1) The reactants are F[C:2]1[CH:11]=[C:10]2[C:5]([CH:6]=[CH:7][NH:8][C:9]2=[O:12])=[CH:4][C:3]=1[O:13][CH3:14].CS(O)(=O)=O.[CH3:20][OH:21]. No catalyst specified. The product is [CH3:20][O:21][C:6]1[C:5]2[C:10](=[CH:11][CH:2]=[C:3]([O:13][CH3:14])[CH:4]=2)[C:9](=[O:12])[NH:8][CH:7]=1. The yield is 0.488. (2) The reactants are Cl.[Cl:2][C:3]1[C:4]2[N:5]([CH:18]=[N:19][CH:20]=2)[C:6]([N:12]2[CH2:17][CH2:16][NH:15][CH2:14][CH2:13]2)=[C:7]([C:9](=[O:11])[CH3:10])[CH:8]=1.C(N(CC)C(C)C)(C)C.Br[CH2:31][CH2:32][O:33][CH3:34]. The catalyst is C(#N)C. The product is [Cl:2][C:3]1[C:4]2[N:5]([CH:18]=[N:19][CH:20]=2)[C:6]([N:12]2[CH2:17][CH2:16][N:15]([CH2:31][CH2:32][O:33][CH3:34])[CH2:14][CH2:13]2)=[C:7]([C:9](=[O:11])[CH3:10])[CH:8]=1. The yield is 0.600. (3) The reactants are [C:1]([OH:7])(=O)/[C:2](=[CH:4]/[CH3:5])/[CH3:3].C(N(CC)CC)C.C(Cl)(=O)C(C)(C)C.[Cl-].[Li+].[CH:24]([C@@H:27]1[CH2:31][O:30][C:29](=[O:32])[NH:28]1)([CH3:26])[CH3:25]. The catalyst is O1CCCC1. The product is [CH:24]([C@@H:27]1[CH2:31][O:30][C:29](=[O:32])[N:28]1[C:1](=[O:7])/[C:2](/[CH3:3])=[CH:4]/[CH3:5])([CH3:26])[CH3:25]. The yield is 0.780. (4) The reactants are Cl[CH2:2][C:3]([NH:5][C:6]1[CH:7]=[C:8]2[C:13](=[CH:14][CH:15]=1)[CH:12]=[N:11][CH:10]=[CH:9]2)=[O:4].[NH:16]1[CH2:21][CH2:20][O:19][CH2:18][CH2:17]1. The catalyst is CO. The yield is 0.0200. The product is [NH3:5].[CH:12]1[C:13]2[C:8](=[CH:7][C:6]([NH:5][C:3](=[O:4])[CH2:2][N:16]3[CH2:21][CH2:20][O:19][CH2:18][CH2:17]3)=[CH:15][CH:14]=2)[CH:9]=[CH:10][N:11]=1. (5) The yield is 0.980. The product is [Br:17][C:14]1[CH:13]=[CH:12][C:11]([C:10]2[N:9]([CH3:18])[N:8]=[C:7]([CH3:19])[C:6]=2[C:4]([OH:5])=[O:3])=[CH:16][CH:15]=1. The reactants are C([O:3][C:4]([C:6]1[C:7]([CH3:19])=[N:8][N:9]([CH3:18])[C:10]=1[C:11]1[CH:16]=[CH:15][C:14]([Br:17])=[CH:13][CH:12]=1)=[O:5])C.[OH-].[Na+].Cl. The catalyst is O1CCOCC1. (6) The reactants are [C:1]1([S:7]([O:10][C:11]2[CH:16]=[CH:15][C:14]([CH3:17])=[CH:13][C:12]=2[CH:18]([C:22]2[CH:27]=[CH:26][CH:25]=[CH:24][CH:23]=2)[CH2:19][CH2:20]I)(=[O:9])=[O:8])[CH:6]=[CH:5][CH:4]=[CH:3][CH:2]=1.[CH:28]([NH:31][CH:32]([CH3:34])[CH3:33])([CH3:30])[CH3:29]. The catalyst is C(#N)C. The product is [CH:28]([N:31]([CH2:20][CH2:19][CH:18]([C:12]1[CH:13]=[C:14]([CH3:17])[CH:15]=[CH:16][C:11]=1[O:10][S:7]([C:1]1[CH:6]=[CH:5][CH:4]=[CH:3][CH:2]=1)(=[O:9])=[O:8])[C:22]1[CH:27]=[CH:26][CH:25]=[CH:24][CH:23]=1)[CH:32]([CH3:34])[CH3:33])([CH3:30])[CH3:29]. The yield is 0.770. (7) The reactants are [F:1][C:2]1[CH:3]=[C:4]([CH2:8][C:9]([C:11]2[CH:16]=[CH:15][CH:14]=[CH:13][C:12]=2[OH:17])=[O:10])[CH:5]=[CH:6][CH:7]=1.[C:18](OC(=O)C)(=O)[CH3:19].C([O-])(=O)C.[Na+]. No catalyst specified. The product is [F:1][C:2]1[CH:3]=[C:4]([C:8]2[C:9](=[O:10])[C:11]3[C:12](=[CH:13][CH:14]=[CH:15][CH:16]=3)[O:17][C:18]=2[CH3:19])[CH:5]=[CH:6][CH:7]=1. The yield is 0.680.